This data is from NCI-60 drug combinations with 297,098 pairs across 59 cell lines. The task is: Regression. Given two drug SMILES strings and cell line genomic features, predict the synergy score measuring deviation from expected non-interaction effect. (1) Drug 1: C1=CC(=CC=C1CCC2=CNC3=C2C(=O)NC(=N3)N)C(=O)NC(CCC(=O)O)C(=O)O. Drug 2: CC1=C2C(C(=O)C3(C(CC4C(C3C(C(C2(C)C)(CC1OC(=O)C(C(C5=CC=CC=C5)NC(=O)OC(C)(C)C)O)O)OC(=O)C6=CC=CC=C6)(CO4)OC(=O)C)O)C)O. Cell line: A549. Synergy scores: CSS=40.7, Synergy_ZIP=-11.9, Synergy_Bliss=-7.88, Synergy_Loewe=-5.29, Synergy_HSA=-2.28. (2) Drug 1: C1CC(C1)(C(=O)O)C(=O)O.[NH2-].[NH2-].[Pt+2]. Drug 2: CS(=O)(=O)CCNCC1=CC=C(O1)C2=CC3=C(C=C2)N=CN=C3NC4=CC(=C(C=C4)OCC5=CC(=CC=C5)F)Cl. Cell line: SK-MEL-5. Synergy scores: CSS=9.66, Synergy_ZIP=-1.77, Synergy_Bliss=0.531, Synergy_Loewe=-2.98, Synergy_HSA=-2.93.